This data is from Full USPTO retrosynthesis dataset with 1.9M reactions from patents (1976-2016). The task is: Predict the reactants needed to synthesize the given product. Given the product [CH:1]1([N:6]2[CH2:7][CH2:8][N:9]([C:12]([C:14]3[CH:15]=[C:16]4[C:20](=[CH:21][CH:22]=3)[N:19]([CH2:38][CH:35]3[CH2:37][CH2:36]3)[C:18]([C:23]([N:25]3[CH2:26][CH2:27][C:28]([F:31])([F:32])[CH2:29][CH2:30]3)=[O:24])=[CH:17]4)=[O:13])[CH2:10][CH2:11]2)[CH2:5][CH2:4][CH2:3][CH2:2]1, predict the reactants needed to synthesize it. The reactants are: [CH:1]1([N:6]2[CH2:11][CH2:10][N:9]([C:12]([C:14]3[CH:15]=[C:16]4[C:20](=[CH:21][CH:22]=3)[NH:19][C:18]([C:23]([N:25]3[CH2:30][CH2:29][C:28]([F:32])([F:31])[CH2:27][CH2:26]3)=[O:24])=[CH:17]4)=[O:13])[CH2:8][CH2:7]2)[CH2:5][CH2:4][CH2:3][CH2:2]1.[H-].[Na+].[CH:35]1([CH2:38]Br)[CH2:37][CH2:36]1.